Predict the reactants needed to synthesize the given product. From a dataset of Full USPTO retrosynthesis dataset with 1.9M reactions from patents (1976-2016). (1) Given the product [NH2:1][C:2]1[N:3]=[C:4]([Cl:28])[C:5]2=[C:6]([N:8]([CH2:21][C:22]3[CH:27]=[CH:26][CH:25]=[CH:24][N:23]=3)[C:9](=[O:20])/[C:10]/2=[CH:11]\[C:12]2[NH:16][CH:15]=[C:14]([C:17]([NH:34][CH2:33][CH2:32][N:31]([CH2:35][CH3:36])[CH2:29][CH3:30])=[O:18])[CH:13]=2)[N:7]=1, predict the reactants needed to synthesize it. The reactants are: [NH2:1][C:2]1[N:3]=[C:4]([Cl:28])[C:5]2=[C:6]([N:8]([CH2:21][C:22]3[CH:27]=[CH:26][CH:25]=[CH:24][N:23]=3)[C:9](=[O:20])/[C:10]/2=[CH:11]\[C:12]2[NH:16][CH:15]=[C:14]([C:17](O)=[O:18])[CH:13]=2)[N:7]=1.[CH2:29]([N:31]([CH2:35][CH3:36])[CH2:32][CH2:33][NH2:34])[CH3:30].CCN(C(C)C)C(C)C.F[P-](F)(F)(F)(F)F.N1(O[P+](N(C)C)(N(C)C)N(C)C)C2C=CC=CC=2N=N1. (2) Given the product [CH3:1][O:2][C:3]1[CH:8]=[CH:7][N:6]=[C:5]([NH:9][CH3:10])[CH:4]=1, predict the reactants needed to synthesize it. The reactants are: [CH3:1][O:2][C:3]1[CH:8]=[CH:7][N:6]=[C:5]([N:9](C)[C:10](=O)OC(C)(C)C)[CH:4]=1. (3) Given the product [O-:14][P:13]([O:17][P:13]([O-:16])([O-:15])=[O:14])(=[O:16])[O-:15].[Mn+2:6].[Co+2:12], predict the reactants needed to synthesize it. The reactants are: S([O-])([O-])(=O)=O.[Mn+2:6].S([O-])([O-])(=O)=O.[Co+2:12].[P:13]([O-:17])([O-:16])([O-:15])=[O:14].[NH4+].[NH4+].[NH4+]. (4) Given the product [CH3:1][O:2][C:3](=[O:24])[CH:4]([C:5]1[CH:6]=[CH:7][CH:8]=[CH:9][CH:10]=1)[N:11]1[CH2:12][CH2:13][N:14]([C:17]2[CH:18]=[CH:19][C:20]([NH:23][C:25]([C:26]3[CH:27]=[N:28][CH:29]=[CH:30][CH:31]=3)=[O:32])=[CH:21][CH:22]=2)[CH2:15][CH2:16]1, predict the reactants needed to synthesize it. The reactants are: [CH3:1][O:2][C:3](=[O:24])[CH:4]([N:11]1[CH2:16][CH2:15][N:14]([C:17]2[CH:22]=[CH:21][C:20]([NH2:23])=[CH:19][CH:18]=2)[CH2:13][CH2:12]1)[C:5]1[CH:10]=[CH:9][CH:8]=[CH:7][CH:6]=1.[C:25](O)(=[O:32])[C:26]1[CH:31]=[CH:30][CH:29]=[N:28][CH:27]=1.CN(C(ON1N=NC2C=CC=NC1=2)=[N+](C)C)C.F[P-](F)(F)(F)(F)F.CCN(C(C)C)C(C)C.